Dataset: Catalyst prediction with 721,799 reactions and 888 catalyst types from USPTO. Task: Predict which catalyst facilitates the given reaction. (1) Reactant: [CH3:1][O:2][C:3]1[CH:11]=[CH:10][CH:9]=[C:8]2[C:4]=1[CH:5]=[CH:6][NH:7]2.C([BH3-])#N.[Na+]. Product: [CH3:1][O:2][C:3]1[CH:11]=[CH:10][CH:9]=[C:8]2[C:4]=1[CH2:5][CH2:6][NH:7]2. The catalyst class is: 15. (2) Reactant: [NH:1]1[CH2:6][CH2:5][O:4][C@H:3]([C:7]2[CH:8]=[CH:9][C:10]([NH2:13])=[N:11][CH:12]=2)[CH2:2]1.[C:14]1([CH2:20][CH:21]=O)[CH:19]=[CH:18][CH:17]=[CH:16][CH:15]=1.C(O[BH-](OC(=O)C)OC(=O)C)(=O)C.[Na+]. Product: [C:14]1([CH2:20][CH2:21][N:1]2[CH2:6][CH2:5][O:4][C@H:3]([C:7]3[CH:8]=[CH:9][C:10]([NH2:13])=[N:11][CH:12]=3)[CH2:2]2)[CH:19]=[CH:18][CH:17]=[CH:16][CH:15]=1. The catalyst class is: 685. (3) Reactant: [CH3:1][Mg]Br.[Br:4][C:5]1[CH:12]=[CH:11][C:8]([CH:9]=[O:10])=[CH:7][C:6]=1[F:13]. Product: [Br:4][C:5]1[CH:12]=[CH:11][C:8]([CH:9]([OH:10])[CH3:1])=[CH:7][C:6]=1[F:13]. The catalyst class is: 1. (4) Reactant: N[C:2]1[CH:9]=[C:8]([CH3:10])[C:5]([C:6]#[N:7])=[C:4]([CH3:11])[N:3]=1.N([O-])=[O:13].[Na+]. Product: [OH:13][C:2]1[CH:9]=[C:8]([CH3:10])[C:5]([C:6]#[N:7])=[C:4]([CH3:11])[N:3]=1. The catalyst class is: 445. (5) Reactant: [CH:1]1[CH2:6][CH2:5][CH:4]=[CH:3][CH:2]=1.[CH2:7]=[CH:8][CH3:9]. Product: [CH:6]1[CH2:5][CH2:4][CH:3]=[CH:2][CH:1]=1.[CH2:7]=[CH:8][CH3:9]. The catalyst class is: 11. (6) The catalyst class is: 472. Product: [ClH:30].[NH2:7][C:8]1[C:13]([C:14](=[O:17])[CH2:15][CH3:16])=[CH:12][CH:11]=[C:10]([NH:18][CH2:19][CH2:20][NH2:21])[N:9]=1. Reactant: C(OC(=O)[NH:7][C:8]1[C:13]([C:14](=[O:17])[CH2:15][CH3:16])=[CH:12][CH:11]=[C:10]([NH:18][CH2:19][CH2:20][NH:21]C(OC(C)(C)C)=O)[N:9]=1)(C)(C)C.[ClH:30]. (7) Reactant: [NH2:1][C:2]1[CH:3]=[C:4]([CH:7]=[CH:8][C:9]=1[NH2:10])[C:5]#[N:6].[CH2:11](OC=C(C#N)C#N)C. Product: [N:10]1[C:9]2[CH:8]=[CH:7][C:4]([C:5]#[N:6])=[CH:3][C:2]=2[NH:1][CH:11]=1. The catalyst class is: 32.